Dataset: Catalyst prediction with 721,799 reactions and 888 catalyst types from USPTO. Task: Predict which catalyst facilitates the given reaction. (1) The catalyst class is: 3. Product: [CH3:2][C@H:3]1[N:4]([C:20]([C:33]2[CH:37]=[CH:38][CH:39]=[CH:40][C:32]=2[N:28]2[N:29]=[N:30][CH:31]=[N:27]2)=[O:22])[CH2:5][C@H:6]([O:9][C:10]2[CH:15]=[C:14]([C:16]([F:17])([F:18])[F:19])[CH:13]=[CH:12][N:11]=2)[CH2:7][CH2:8]1. Reactant: Cl.[CH3:2][C@@H:3]1[CH2:8][CH2:7][C@@H:6]([O:9][C:10]2[CH:15]=[C:14]([C:16]([F:19])([F:18])[F:17])[CH:13]=[CH:12][N:11]=2)[CH2:5][N:4]1[C:20]([O:22]C(C)(C)C)=O.[N:27]1[N:28]([C:32]2[CH:40]=[CH:39][CH:38]=[CH:37][C:33]=2C(O)=O)[N:29]=[N:30][CH:31]=1.C(Cl)CCl.ON1C2C=CC=CC=2N=N1.C(N(CC)CC)C. (2) Reactant: [C:1]([SH:9])(=[S:8])[C:2]1[CH:7]=[CH:6][CH:5]=[CH:4][CH:3]=1.[CH3:10][C:11]([CH2:13][C:14]([CH3:17])([CH3:16])[CH3:15])=[CH2:12]. Product: [C:1]([S:9][C:11]([CH3:12])([CH2:13][C:14]([CH3:17])([CH3:16])[CH3:15])[CH3:10])(=[S:8])[C:2]1[CH:7]=[CH:6][CH:5]=[CH:4][CH:3]=1. The catalyst class is: 53. (3) Reactant: [CH3:1][O:2][C:3]1[C:4]([NH2:28])=[N:5][C:6]([C:9]2[C:17]3[C:12](=[CH:13][CH:14]=[CH:15][CH:16]=3)[N:11]([CH2:18][C:19]3[CH:24]=[CH:23][C:22]([CH2:25][CH2:26][CH3:27])=[CH:21][CH:20]=3)[N:10]=2)=[N:7][CH:8]=1.Cl.O.ClCCl. Product: [CH3:1][O:2][C:3]1[C:4]([NH:28][C:4]2[CH:3]=[CH:8][N:7]=[CH:6][N:5]=2)=[N:5][C:6]([C:9]2[C:17]3[C:12](=[CH:13][CH:14]=[CH:15][CH:16]=3)[N:11]([CH2:18][C:19]3[CH:20]=[CH:21][C:22]([CH2:25][CH2:26][CH3:27])=[CH:23][CH:24]=3)[N:10]=2)=[N:7][CH:8]=1. The catalyst class is: 9. (4) Reactant: [NH2:1][CH2:2][C@@H:3]1[O:7][C:6](=[O:8])[N:5]([C:9]2[CH:14]=[CH:13][C:12]([C:15]([NH:17][O:18]C)=[O:16])=[C:11]([F:20])[CH:10]=2)[CH2:4]1.C(N(CC)CC)C.[C:28](SCC)(=[S:30])[CH3:29]. Product: [C:28]([NH:1][CH2:2][C@@H:3]1[O:7][C:6](=[O:8])[N:5]([C:9]2[CH:14]=[CH:13][C:12]([C:15]([NH:17][OH:18])=[O:16])=[C:11]([F:20])[CH:10]=2)[CH2:4]1)(=[S:30])[CH3:29]. The catalyst class is: 3. (5) Reactant: [C:1]([C:3]([CH3:12])([CH2:9][S:10][CH3:11])[C:4]([O:6]CC)=[O:5])#[N:2].[K+].[Br-]. Product: [C:1]([C:3]([CH3:12])([CH2:9][S:10][CH3:11])[C:4]([OH:6])=[O:5])#[N:2]. The catalyst class is: 5. (6) Product: [CH3:1][C:2]1[CH:3]=[CH:4][C:5]([S:8]([OH:11])(=[O:10])=[O:9])=[CH:6][CH:7]=1.[Cl:12][C:13]1[C:14]([O:29][C:30]2[CH:35]=[C:34]([C:36]([F:37])([F:39])[F:38])[C:33]([F:40])=[CH:32][C:31]=2[C:41]2[CH:46]=[CH:45][N:44]=[N:43][CH:42]=2)=[CH:15][C:16]([F:28])=[C:17]([S:19]([NH:22][C:23]2[N:24]=[CH:25][S:26][CH:27]=2)(=[O:21])=[O:20])[CH:18]=1. Reactant: [CH3:1][C:2]1[CH:7]=[CH:6][C:5]([S:8]([OH:11])(=[O:10])=[O:9])=[CH:4][CH:3]=1.[Cl:12][C:13]1[C:14]([O:29][C:30]2[CH:35]=[C:34]([C:36]([F:39])([F:38])[F:37])[C:33]([F:40])=[CH:32][C:31]=2[C:41]2[CH:46]=[CH:45][N:44]=[N:43][CH:42]=2)=[CH:15][C:16]([F:28])=[C:17]([S:19]([NH:22][C:23]2[N:24]=[CH:25][S:26][CH:27]=2)(=[O:21])=[O:20])[CH:18]=1. The catalyst class is: 21. (7) Reactant: [C:1]([C:3]1[CH:8]=[CH:7][CH:6]=[CH:5][C:4]=1[CH:9]=[CH:10][C:11]([NH:13][C@H:14]([C:24]([O:26]C)=[O:25])[CH2:15][C:16]1[CH:21]=[CH:20][C:19]([O:22][CH3:23])=[CH:18][CH:17]=1)=[O:12])#[N:2].[OH-].[Na+]. The catalyst class is: 5. Product: [C:1]([C:3]1[CH:8]=[CH:7][CH:6]=[CH:5][C:4]=1[CH:9]=[CH:10][C:11]([NH:13][C@H:14]([C:24]([OH:26])=[O:25])[CH2:15][C:16]1[CH:21]=[CH:20][C:19]([O:22][CH3:23])=[CH:18][CH:17]=1)=[O:12])#[N:2]. (8) Reactant: [CH2:1]([O:8][CH2:9][CH2:10][CH2:11][O:12][C:13]1[CH:18]=[CH:17][CH:16]=[C:15]([CH:19]=[O:20])[C:14]=1OS(C(F)(F)F)(=O)=O)[C:2]1[CH:7]=[CH:6][CH:5]=[CH:4][CH:3]=1.[B:29]1([B:29]2[O:33][C:32]([CH3:35])([CH3:34])[C:31]([CH3:37])([CH3:36])[O:30]2)[O:33][C:32]([CH3:35])([CH3:34])[C:31]([CH3:37])([CH3:36])[O:30]1.CC([O-])=O.[K+].C(Cl)Cl. Product: [CH2:1]([O:8][CH2:9][CH2:10][CH2:11][O:12][C:13]1[C:14]([B:29]2[O:33][C:32]([CH3:35])([CH3:34])[C:31]([CH3:37])([CH3:36])[O:30]2)=[C:15]([CH:16]=[CH:17][CH:18]=1)[CH:19]=[O:20])[C:2]1[CH:7]=[CH:6][CH:5]=[CH:4][CH:3]=1. The catalyst class is: 12. (9) Reactant: C[Si]([N-][Si](C)(C)C)(C)C.[Na+].[CH:11]1([SH:16])[CH2:15][CH2:14][CH2:13][CH2:12]1.Br[CH2:18][C:19]1[CH:26]=[CH:25][C:22]([C:23]#[N:24])=[CH:21][CH:20]=1. Product: [CH:11]1([S:16][CH2:18][C:19]2[CH:26]=[CH:25][C:22]([C:23]#[N:24])=[CH:21][CH:20]=2)[CH2:15][CH2:14][CH2:13][CH2:12]1. The catalyst class is: 1. (10) Reactant: Cl[C:2]1[C:7]([C:8]([O:10][CH3:11])=[O:9])=[CH:6][N:5]=[C:4]([CH3:12])[C:3]=1[Cl:13].[CH3:14][O-:15].[Na+].[Cl-].[NH4+]. Product: [Cl:13][C:3]1[C:4]([CH3:12])=[N:5][CH:6]=[C:7]([C:2]=1[O:15][CH3:14])[C:8]([O:10][CH3:11])=[O:9]. The catalyst class is: 5.